From a dataset of Full USPTO retrosynthesis dataset with 1.9M reactions from patents (1976-2016). Predict the reactants needed to synthesize the given product. (1) Given the product [OH:14][CH2:13][CH:12]([C:3]1[CH:4]=[CH:5][C:6]2[C:7](=[O:11])[O:8][CH2:9][C:10]=2[C:2]=1[CH3:1])[CH3:16], predict the reactants needed to synthesize it. The reactants are: [CH3:1][C:2]1[C:10]2[CH2:9][O:8][C:7](=[O:11])[C:6]=2[CH:5]=[CH:4][C:3]=1[CH:12]([CH3:16])[C:13](O)=[O:14]. (2) Given the product [CH2:28]([S:30]([C:33]1[CH:38]=[CH:37][C:36]([CH2:39][NH:40][C:13]([C:9]2[CH:8]=[C:7]3[C:12](=[CH:11][CH:10]=2)[C@H:4]([CH:1]([CH3:2])[CH3:3])[N:5]([CH2:17][C@H:18]2[CH2:19][CH2:20][C@H:21]([C:24]([F:26])([F:25])[F:27])[CH2:22][CH2:23]2)[C:6]3=[O:16])=[O:15])=[CH:35][CH:34]=1)(=[O:32])=[O:31])[CH3:29], predict the reactants needed to synthesize it. The reactants are: [CH:1]([C@H:4]1[C:12]2[C:7](=[CH:8][C:9]([C:13]([OH:15])=O)=[CH:10][CH:11]=2)[C:6](=[O:16])[N:5]1[CH2:17][C@H:18]1[CH2:23][CH2:22][C@H:21]([C:24]([F:27])([F:26])[F:25])[CH2:20][CH2:19]1)([CH3:3])[CH3:2].[CH2:28]([S:30]([C:33]1[CH:38]=[CH:37][C:36]([CH2:39][NH2:40])=[CH:35][CH:34]=1)(=[O:32])=[O:31])[CH3:29].CN(C(ON1N=NC2C=CC=NC1=2)=[N+](C)C)C.F[P-](F)(F)(F)(F)F.CCN(C(C)C)C(C)C. (3) Given the product [C:1]([O:5][C:6]([NH:8][C@@H:9]([C@H:17]([CH2:22][CH2:23][CH3:24])[C:18]([O:20][CH3:21])=[O:19])[C:10](=[O:16])[N:11]1[CH2:12][CH2:13][CH2:14][CH2:15]1)=[O:7])([CH3:4])([CH3:3])[CH3:2], predict the reactants needed to synthesize it. The reactants are: [C:1]([O:5][C:6]([NH:8][C@@H:9]([C@H:17]([CH2:22][CH:23]=[CH2:24])[C:18]([O:20][CH3:21])=[O:19])[C:10](=[O:16])[N:11]1[CH2:15][CH2:14][CH2:13][CH2:12]1)=[O:7])([CH3:4])([CH3:3])[CH3:2]. (4) Given the product [C:1]([O:5][C:6](=[O:19])[NH:7][C@H:8]([C:10]1[CH:15]=[CH:14][C:13]([C@H:16]([OH:17])[CH2:18][NH:24][C:20]([CH3:23])([CH3:22])[CH3:21])=[CH:12][CH:11]=1)[CH3:9])([CH3:4])([CH3:3])[CH3:2], predict the reactants needed to synthesize it. The reactants are: [C:1]([O:5][C:6](=[O:19])[NH:7][C@H:8]([C:10]1[CH:15]=[CH:14][C:13]([C@H:16]2[CH2:18][O:17]2)=[CH:12][CH:11]=1)[CH3:9])([CH3:4])([CH3:3])[CH3:2].[C:20]([NH2:24])([CH3:23])([CH3:22])[CH3:21]. (5) Given the product [Cl:1][C:2]1[C:3]([O:27][C:25]2[CH:24]=[CH:23][C:22]3[B:18]([OH:28])[O:19][CH2:20][C:21]=3[CH:26]=2)=[N:4][C:5]([O:10][CH2:11][CH2:12][CH2:13][C:14](=[O:16])[CH3:15])=[C:6]([CH:9]=1)[C:7]#[N:8], predict the reactants needed to synthesize it. The reactants are: [Cl:1][C:2]1[C:3](Cl)=[N:4][C:5]([O:10][CH2:11][CH2:12][CH2:13][C:14](=[O:16])[CH3:15])=[C:6]([CH:9]=1)[C:7]#[N:8].[B:18]1([OH:28])[C:22]2[CH:23]=[CH:24][C:25]([OH:27])=[CH:26][C:21]=2[CH2:20][O:19]1.C([O-])([O-])=O.[Cs+].[Cs+]. (6) Given the product [CH2:3]([O:10][C:11]1[CH:12]=[C:13]([CH:19]2[CH2:25][NH:26][C:21](=[O:22])[CH2:20]2)[CH:14]=[CH:15][C:16]=1[O:17][CH3:18])[C:4]1[CH:9]=[CH:8][CH:7]=[CH:6][CH:5]=1, predict the reactants needed to synthesize it. The reactants are: [BH4-].[Na+].[CH2:3]([O:10][C:11]1[CH:12]=[C:13]([CH:19]([CH2:25][N+:26]([O-])=O)[CH2:20][C:21](OC)=[O:22])[CH:14]=[CH:15][C:16]=1[O:17][CH3:18])[C:4]1[CH:9]=[CH:8][CH:7]=[CH:6][CH:5]=1.C([O-])([O-])=O.[K+].[K+]. (7) Given the product [CH3:9][O:8][C:6]1[N:5]=[CH:4][N:3]=[C:2]([NH:1][C:12]2[S:13]/[C:14](=[CH:18]\[C:19]3[CH:20]=[C:21]4[C:26](=[CH:27][CH:28]=3)[N:25]=[CH:24][CH:23]=[CH:22]4)/[C:15](=[O:17])[N:16]=2)[CH:7]=1, predict the reactants needed to synthesize it. The reactants are: [NH2:1][C:2]1[CH:7]=[C:6]([O:8][CH3:9])[N:5]=[CH:4][N:3]=1.CS[C:12]1[S:13]/[C:14](=[CH:18]\[C:19]2[CH:20]=[C:21]3[C:26](=[CH:27][CH:28]=2)[N:25]=[CH:24][CH:23]=[CH:22]3)/[C:15](=[O:17])[N:16]=1.